From a dataset of Full USPTO retrosynthesis dataset with 1.9M reactions from patents (1976-2016). Predict the reactants needed to synthesize the given product. The reactants are: [CH2:1]([O:3][C:4](=[O:16])[CH2:5][C:6]([C:8]1[CH:13]=[CH:12][CH:11]=[CH:10][C:9]=1[O:14][CH3:15])=[O:7])[CH3:2].[Br:17]N1C(=O)CCC1=O.O. Given the product [CH2:1]([O:3][C:4](=[O:16])[CH:5]([Br:17])[C:6]([C:8]1[CH:13]=[CH:12][CH:11]=[CH:10][C:9]=1[O:14][CH3:15])=[O:7])[CH3:2], predict the reactants needed to synthesize it.